This data is from Full USPTO retrosynthesis dataset with 1.9M reactions from patents (1976-2016). The task is: Predict the reactants needed to synthesize the given product. (1) Given the product [CH3:32][O:31][C:26]1[CH:27]=[C:28]([CH:35]=[C:24]([O:12][CH3:9])[C:25]=1[O:33][CH3:34])[CH2:23][NH:22][C:18]1[CH:19]=[N:20][CH:21]=[C:16]([O:1][C:2]2[CH:8]=[CH:7][C:5]([NH2:6])=[CH:4][CH:3]=2)[N:17]=1, predict the reactants needed to synthesize it. The reactants are: [OH:1][C:2]1[CH:8]=[CH:7][C:5]([NH2:6])=[CH:4][CH:3]=1.[C:9]([O-:12])([O-])=O.[K+].[K+].Cl[C:16]1[CH:21]=[N:20][CH:19]=[C:18]([NH:22][C:23]2[CH:28]=[C:27](OC)[C:26]([O:31][CH3:32])=[C:25]([O:33][CH3:34])[CH:24]=2)[N:17]=1.[CH3:35]N(C)C=O. (2) Given the product [OH:21][C:22]1[C:23]([C:32](=[O:33])[CH2:14][C:13]([O:16][C:17]([CH3:20])([CH3:19])[CH3:18])=[O:15])=[CH:24][C:25]2[C:30]([CH:31]=1)=[CH:29][CH:28]=[CH:27][CH:26]=2, predict the reactants needed to synthesize it. The reactants are: C(NC(C)C)(C)C.[Li]CCCC.[C:13]([O:16][C:17]([CH3:20])([CH3:19])[CH3:18])(=[O:15])[CH3:14].[OH:21][C:22]1[C:23]([C:32](Cl)=[O:33])=[CH:24][C:25]2[C:30]([CH:31]=1)=[CH:29][CH:28]=[CH:27][CH:26]=2. (3) Given the product [F:15][C:16]1[C:21]([C@@H:22]([N:24]2[CH2:29][CH:28]([CH3:30])[O:27][C@H:26]([OH:31])[C:25]2=[O:32])[CH3:23])=[CH:20][CH:19]=[C:18]([F:33])[N:17]=1, predict the reactants needed to synthesize it. The reactants are: C([BH-](C(CC)C)C(CC)C)(CC)C.[Li+].[F:15][C:16]1[C:21]([C@@H:22]([N:24]2[CH2:29][C@H:28]([CH3:30])[O:27][C:26](=[O:31])[C:25]2=[O:32])[CH3:23])=[CH:20][CH:19]=[C:18]([F:33])[N:17]=1.[OH-].[Na+].OO.S(=O)(O)[O-].[Na+]. (4) Given the product [OH:1][CH2:2][CH2:3][N:4]1[C:10]([CH3:11])=[C:9]([O:13][C:14]2[CH:15]=[CH:16][C:17]([C:18]#[N:19])=[CH:20][CH:21]=2)[C:6]([CH3:7])=[N:5]1, predict the reactants needed to synthesize it. The reactants are: [OH:1][CH2:2][CH2:3][NH:4][NH2:5].[C:6]([CH:9]([O:13][C:14]1[CH:21]=[CH:20][C:17]([C:18]#[N:19])=[CH:16][CH:15]=1)[C:10](=O)[CH3:11])(=O)[CH3:7].O. (5) Given the product [C:6]([O-:11])(=[O:10])[CH:7]([CH3:9])[OH:8].[C:1]([O-:5])(=[O:4])[CH2:2][CH3:3].[C:1]([O-:5])(=[O:4])[CH3:2], predict the reactants needed to synthesize it. The reactants are: [C:1]([OH:5])(=[O:4])[CH2:2][CH3:3].[C:6]([O-:11])(=[O:10])[CH:7]([CH3:9])[OH:8].C(=O)=O. (6) The reactants are: [Cl:1][CH2:2][C:3]1C(=O)[C:5](C)=[C:6](C)[C:7](=[O:9])[CH:8]=1.[CH:13]#CC.C[Al](C)C.[CH2:20]1[CH2:24][O:23][CH2:22][CH2:21]1. Given the product [Cl:1][CH2:2][C:3]1[CH:8]=[C:7]([O:9][CH3:13])[C:6]([CH3:5])=[C:20]([CH3:21])[C:24]=1[O:23][CH3:22], predict the reactants needed to synthesize it. (7) Given the product [NH:1]1[C:5]2=[N+:6]([O-:18])[CH:7]=[CH:8][CH:9]=[C:4]2[CH:3]=[CH:2]1, predict the reactants needed to synthesize it. The reactants are: [NH:1]1[C:5]2=[N:6][CH:7]=[CH:8][CH:9]=[C:4]2[CH:3]=[CH:2]1.ClC1C=CC=C(C(OO)=[O:18])C=1.